From a dataset of Forward reaction prediction with 1.9M reactions from USPTO patents (1976-2016). Predict the product of the given reaction. (1) Given the reactants N([O-])=O.[Na+].N[C:6]1[CH:7]=[C:8]([CH:12]=[C:13]([N+:15]([O-:17])=[O:16])[CH:14]=1)[C:9]([OH:11])=[O:10].[I-:18].[K+], predict the reaction product. The product is: [I:18][C:6]1[CH:7]=[C:8]([CH:12]=[C:13]([N+:15]([O-:17])=[O:16])[CH:14]=1)[C:9]([OH:11])=[O:10]. (2) Given the reactants [BH4-].[Na+].[Cl:3][C:4]1[CH:9]=[CH:8][C:7]([CH2:10][N:11]2[C:15]3[C:16](=[O:19])[CH2:17][CH2:18][C:14]=3[N:13]=[C:12]2[C:20]([CH3:23])([CH3:22])[CH3:21])=[CH:6][CH:5]=1, predict the reaction product. The product is: [Cl:3][C:4]1[CH:5]=[CH:6][C:7]([CH2:10][N:11]2[C:15]3[CH:16]([OH:19])[CH2:17][CH2:18][C:14]=3[N:13]=[C:12]2[C:20]([CH3:23])([CH3:22])[CH3:21])=[CH:8][CH:9]=1.